This data is from Forward reaction prediction with 1.9M reactions from USPTO patents (1976-2016). The task is: Predict the product of the given reaction. (1) Given the reactants [Cl:1][C:2]1[CH:3]=[C:4]([C:23]2[CH:28]=[CH:27][C:26]([C:29]([N:31]3[CH2:36][CH2:35][CH:34]([C:37]([F:40])([F:39])[F:38])[CH2:33][CH2:32]3)=[O:30])=[CH:25][CH:24]=2)[CH:5]=[C:6]([Cl:22])[C:7]=1[CH2:8][N:9]1[CH2:13][CH2:12][CH:11]([N:14]2[CH2:19][CH2:18][CH:17](O)[CH2:16][CH2:15]2)[C:10]1=[O:21].C(N(S(F)(F)[F:47])CC)C, predict the reaction product. The product is: [Cl:22][C:6]1[CH:5]=[C:4]([C:23]2[CH:28]=[CH:27][C:26]([C:29]([N:31]3[CH2:32][CH2:33][CH:34]([C:37]([F:38])([F:39])[F:40])[CH2:35][CH2:36]3)=[O:30])=[CH:25][CH:24]=2)[CH:3]=[C:2]([Cl:1])[C:7]=1[CH2:8][N:9]1[CH2:13][CH2:12][CH:11]([N:14]2[CH2:15][CH2:16][CH:17]([F:47])[CH2:18][CH2:19]2)[C:10]1=[O:21]. (2) Given the reactants [OH:1][C@:2]1([C:30]([F:36])([F:35])[C:31]([F:34])([F:33])[F:32])[C@:18]2([CH3:19])[C@H:5]([C@H:6]3[C:15]([C@@H:16]([C:20]4[CH:25]=[CH:24][C:23]([CH:26]([OH:28])[CH3:27])=[CH:22][CH:21]=4)[CH2:17]2)=[C:14]2[C:9](=[CH:10][C:11](=[O:29])[CH2:12][CH2:13]2)[CH2:8][CH2:7]3)[CH2:4][CH2:3]1.[C:37]([O:41][C:42]([NH:44][C@@H:45]([CH3:49])[C:46](O)=[O:47])=[O:43])([CH3:40])([CH3:39])[CH3:38], predict the reaction product. The product is: [OH:1][C@:2]1([C:30]([F:35])([F:36])[C:31]([F:32])([F:33])[F:34])[C@:18]2([CH3:19])[C@H:5]([C@H:6]3[C:15]([C@@H:16]([C:20]4[CH:21]=[CH:22][C:23]([CH:26]([O:28][C:46](=[O:47])[C@@H:45]([NH:44][C:42]([O:41][C:37]([CH3:40])([CH3:39])[CH3:38])=[O:43])[CH3:49])[CH3:27])=[CH:24][CH:25]=4)[CH2:17]2)=[C:14]2[C:9](=[CH:10][C:11](=[O:29])[CH2:12][CH2:13]2)[CH2:8][CH2:7]3)[CH2:4][CH2:3]1.